This data is from Antibody paratope prediction from SAbDab with 1,023 antibody chains. The task is: Token-level Classification. Given an antibody amino acid sequence, predict which amino acid positions are active in antigen binding. Output is a list of indices for active paratope positions. (1) Given the antibody sequence: EVQLVESGGGLVQPGGSLRLSCAASGFTINGTYIHWVRQAPGKGLEWVGGIYPAGGATYYADSVKGRFTISADTSKNTAYLQMNSLRAEDTAVYYCAKWAWPAFDYWGQGTLVTVSS, which amino acid positions are active in antigen binding (paratope)? The paratope positions are: [52, 83, 84, 85]. (2) Given the antibody sequence: EVQLVQSGAEVKKPGASVKVSCKASGYTFTDYNMHWVRQAPGQRLEWMGDIYPYNGGTGYNQKFKGRVTITRDTSASTAYMELSSLRSEDTAVYYCARGGWHAMDSWGQGTLVTVSS, which amino acid positions are active in antigen binding (paratope)? The paratope positions are: [52, 83, 84, 85]. (3) Given the antibody sequence: EVKLVESGGGLVKPGGSLKLSCSASGFTFSSYAMSWVRQTPEKRLEWVASISTGGDTHYQDSVKGRFTTSRDNARNILTLQMSSLRSEDTAMYYCARNRGWYFDVWGAGTTVTVSS, which amino acid positions are active in antigen binding (paratope)? The paratope positions are: [52, 82, 83, 84]. (4) The paratope positions are: [30, 31, 32, 33]. Given the antibody sequence: DIVLTQSPASLAVSLGQRATISCKASQSVDYAGDSYMNWYQQKPGQPPKLLIYAASNLESGIPARFSGSGSGTDFTLNIHPVEEEDAATYYCQQSNEDPYTFGGGTKLEIK, which amino acid positions are active in antigen binding (paratope)? (5) Given the antibody sequence: QLVLTQSSSASFSLGASAKLTCTLSSQHSTYTIEWYQQQPLKPPKYVMELKKDGSHSTGDGIPDRFSGSSSGADRYLSISNIQPEDEAIYICGVGDTIKEQFVYVFGGGTKVTV, which amino acid positions are active in antigen binding (paratope)? The paratope positions are: [29, 54, 55, 56, 57, 99, 100, 101, 102]. (6) Given the antibody sequence: EVQLLESGGGLVQPGGSLRLSCAASGFTFSRYVMWWVRQAPGKGLEWVSYIWPSGGNTYYADSVKGRFTISRDNSKNTLYLQMNSLRAEDTAVYYCASSYDFWSNAFDIWGQGTMVTVSS, which amino acid positions are active in antigen binding (paratope)? The paratope positions are: [52, 83, 84, 85, 104, 105, 106]. (7) The paratope positions are: [52, 53, 84, 85, 86, 105, 106, 107]. Given the antibody sequence: EVQLVESGGGLVQPGGSLRLSCVTSGFTFRKFGMSWVRQAPGKGLEWVASISTPRGSTTYYSDSVKGRFTISRDNSKNTLYLQMNSLRAEDTAVYYCTRGYSSTSYAMDYWGQGTLVTVSS, which amino acid positions are active in antigen binding (paratope)? (8) Given the antibody sequence: FVLTQPNSVSTNLGSTVKLSCKRSTGNIGSNYVNWYQQHEGRSPTTMIYRDDKRPDGVPDRFSGSIDRSSNSALLTINNVQTEDEADYFCHSYSSGIVFGGGTKLTVL, which amino acid positions are active in antigen binding (paratope)? The paratope positions are: [28, 29, 66, 67]. (9) Given the antibody sequence: DVLMTQTPLSLPVSLGDQASISCRSSQSIVHNNGNTYIEWYLQKPGQSPKLLIYKVSNRFSGVPDRFSGSGSGTDFTLKISRVEAEDLGVYYCFQGSHVPFTFGSGTKLEIK, which amino acid positions are active in antigen binding (paratope)? The paratope positions are: [30, 31, 32, 33, 34]. (10) Given the antibody sequence: QVQLQQPGAELLKPGASVKLSCKASGYSFSNYWMHWVKQRPGQGPEWIGMIHPNSGNTKYNEKFKNKATLTVDKSSSMVYMQLSSLTSEDSAVFYCARLGNDMDYWGQGTSVTVSS, which amino acid positions are active in antigen binding (paratope)? The paratope positions are: [52, 83, 84, 85].